Dataset: Reaction yield outcomes from USPTO patents with 853,638 reactions. Task: Predict the reaction yield, written as a fraction of the theoretical maximum amount of product (1.0 means a 100% yield; for example, 0.34 means a 34% yield). (1) The reactants are F[C:31]1[C:36]([B-]([C:31]2[C:36](F)=[C:35](F)[C:34](F)=[C:33](F)[C:32]=2F)([C:31]2[C:36](F)=[C:35](F)[C:34](F)=[C:33](F)[C:32]=2F)[C:31]2[C:36](F)=[C:35](F)[C:34](F)=[C:33](F)[C:32]=2F)=[C:35](F)[C:34](F)=[C:33](F)[C:32]=1F.[Li+].[CH3:47]COCC.CC(C)=O.[C:56]1(C)[CH:61]=CC=[CH:58][CH:57]=1. No catalyst specified. The product is [CH2:61]([C:31]12[CH2:47][CH:34]([CH2:33][CH2:32]1)[CH:35]=[CH:36]2)[CH2:56][CH2:57][CH3:58]. The yield is 0.0300. (2) The reactants are C([O:4][C@@H:5]1[C@H:9]([O:10]C(=O)C)[C@@H:8]([CH3:14])[O:7][C@H:6]1[N:15]1[CH:45]=[C:44]([F:46])[C:19]([NH:20][C:21]([O:23][CH2:24][CH2:25][CH:26]([CH3:43])[CH2:27][CH2:28][CH2:29][CH:30]([CH3:42])[CH2:31][CH2:32][CH2:33][CH:34]([CH3:41])[CH2:35][CH2:36][CH2:37][CH:38]([CH3:40])[CH3:39])=[O:22])=[N:18][C:16]1=[O:17])(=O)C.[OH-].[Na+].Cl. The catalyst is CO. The product is [F:46][C:44]1[C:19]([NH:20][C:21]([O:23][CH2:24][CH2:25][CH:26]([CH3:43])[CH2:27][CH2:28][CH2:29][CH:30]([CH3:42])[CH2:31][CH2:32][CH2:33][CH:34]([CH3:41])[CH2:35][CH2:36][CH2:37][CH:38]([CH3:40])[CH3:39])=[O:22])=[N:18][C:16](=[O:17])[N:15]([CH:45]=1)[C@@H:6]1[O:7][C@H:8]([CH3:14])[C@@H:9]([OH:10])[C@H:5]1[OH:4]. The yield is 0.677. (3) The reactants are [F:1][C:2]([F:7])([F:6])[C:3]([OH:5])=[O:4].[Cl:8][C:9]1[CH:10]=[C:11]([CH:27]=[CH:28][C:29]=1[Cl:30])[CH2:12][C:13]1([OH:26])[CH2:18][CH2:17][N:16](C(OC(C)(C)C)=O)[CH2:15][CH2:14]1. The catalyst is C(Cl)Cl. The product is [F:1][C:2]([F:7])([F:6])[C:3]([OH:5])=[O:4].[Cl:8][C:9]1[CH:10]=[C:11]([CH:27]=[CH:28][C:29]=1[Cl:30])[CH2:12][C:13]1([OH:26])[CH2:18][CH2:17][NH:16][CH2:15][CH2:14]1. The yield is 0.650. (4) The reactants are Cl.[Br:2][C:3]1[CH:10]=[CH:9][CH:8]=[CH:7][C:4]=1[CH2:5][NH2:6].C(N(CC)CC)C.[N:18]1[C:27]2[C:22](=[CH:23][N:24]=[CH:25][CH:26]=2)[CH:21]=[CH:20][C:19]=1[C:28](O)=[O:29].O.ON1C2C=CC=CC=2N=N1.Cl.CN(C)CCCN=C=NCC. The catalyst is CN(C=O)C.CCOC(C)=O. The product is [Br:2][C:3]1[CH:10]=[CH:9][CH:8]=[CH:7][C:4]=1[CH2:5][NH:6][C:28]([C:19]1[CH:20]=[CH:21][C:22]2[C:27](=[CH:26][CH:25]=[N:24][CH:23]=2)[N:18]=1)=[O:29]. The yield is 0.890. (5) The catalyst is O1CCCC1. The product is [C:13]([O:17][C:18]([N:20]1[CH2:24][CH2:23][CH2:22][C@H:21]1[CH2:25][I:27])=[O:19])([CH3:16])([CH3:15])[CH3:14]. The reactants are N(C(OCC)=O)=NC(OCC)=O.[C:13]([O:17][C:18]([N:20]1[CH2:24][CH2:23][CH2:22][C@H:21]1[CH2:25]O)=[O:19])([CH3:16])([CH3:15])[CH3:14].[I:27]I.C1(P(C2C=CC=CC=2)C2C=CC=CC=2)C=CC=CC=1. The yield is 0.386. (6) The catalyst is O1CCOCC1. The yield is 0.500. The product is [C:1]([C:5]1[CH:23]=[C:22]([S:24](/[CH:27]=[CH:28]/[C:29]#[N:30])(=[O:26])=[O:25])[CH:21]=[CH:20][C:6]=1[O:7][CH2:8][C:9]1[O:10][C:13]2[CH:14]=[CH:15][C:16]([CH3:18])=[CH:17][C:12]=2[N:11]=1)([CH3:2])([CH3:4])[CH3:3]. The reactants are [C:1]([C:5]1[CH:23]=[C:22]([S:24](/[CH:27]=[CH:28]/[C:29]#[N:30])(=[O:26])=[O:25])[CH:21]=[CH:20][C:6]=1[O:7][CH2:8][C:9]([NH:11][C:12]1[CH:17]=[C:16]([CH3:18])[CH:15]=[CH:14][C:13]=1O)=[O:10])([CH3:4])([CH3:3])[CH3:2].CS(O)(=O)=O.C(OCC)(=O)C.C([O-])(O)=O.[Na+]. (7) The reactants are Cl[C:2]1[C:7]([CH:8]([CH3:15])[CH2:9]OS(C)(=O)=O)=[C:6]([Cl:16])[N:5]=[CH:4][N:3]=1.[CH3:17][O:18][C:19]1[CH:26]=[CH:25][C:22]([CH2:23][NH2:24])=[CH:21][CH:20]=1. The catalyst is C(Cl)Cl. The product is [Cl:16][C:6]1[C:7]2[CH:8]([CH3:15])[CH2:9][N:24]([CH2:23][C:22]3[CH:25]=[CH:26][C:19]([O:18][CH3:17])=[CH:20][CH:21]=3)[C:2]=2[N:3]=[CH:4][N:5]=1. The yield is 0.990. (8) The reactants are [Li+].[CH3:2]C([N-]C(C)C)C.[C:9]1(=[O:18])[C:17]2[C:12](=[CH:13][CH:14]=[CH:15][CH:16]=2)[CH2:11][CH2:10]1.[CH3:19][O:20][C:21](=[O:29])[C:22]1[CH:27]=[CH:26][C:25](Br)=[CH:24][CH:23]=1. The catalyst is C1COCC1. The product is [O:18]=[C:9]1[C:17]2[C:12](=[CH:13][CH:14]=[CH:15][CH:16]=2)[CH2:11][CH:10]1[CH2:2][C:25]1[CH:26]=[CH:27][C:22]([C:21]([O:20][CH3:19])=[O:29])=[CH:23][CH:24]=1. The yield is 0.170. (9) The reactants are [CH3:1][O:2][C@@H:3]1[C@H:9]2[O:10][CH2:11][C@@H:12]([OH:13])[C@H:8]2[O:7][C@H:4]1[O:5][CH3:6].N1C=CC=CC=1.[CH3:20][S:21](Cl)(=[O:23])=[O:22]. The catalyst is ClCCl. The product is [CH3:1][O:2][C@@H:3]1[C@H:9]2[O:10][CH2:11][C@@H:12]([O:13][S:21]([CH3:20])(=[O:23])=[O:22])[C@H:8]2[O:7][C@H:4]1[O:5][CH3:6]. The yield is 0.950.